Dataset: Peptide-MHC class I binding affinity with 185,985 pairs from IEDB/IMGT. Task: Regression. Given a peptide amino acid sequence and an MHC pseudo amino acid sequence, predict their binding affinity value. This is MHC class I binding data. (1) The binding affinity (normalized) is 0.0847. The peptide sequence is DETFVHSGF. The MHC is HLA-A25:01 with pseudo-sequence HLA-A25:01. (2) The peptide sequence is HPGFTVIAL. The MHC is HLA-B35:01 with pseudo-sequence HLA-B35:01. The binding affinity (normalized) is 0.960.